Dataset: Reaction yield outcomes from USPTO patents with 853,638 reactions. Task: Predict the reaction yield, written as a fraction of the theoretical maximum amount of product (1.0 means a 100% yield; for example, 0.34 means a 34% yield). (1) The yield is 0.710. No catalyst specified. The reactants are Br[C:2]1[CH:3]=[C:4]([CH:6]=[CH:7][CH:8]=1)[NH2:5].[CH2:9]([NH2:15])[CH2:10][CH2:11][CH2:12][CH2:13][CH3:14]. The product is [NH2:15][C:9]1[CH:14]=[C:13]([CH:12]=[CH:11][CH:10]=1)[NH:5][CH2:4][CH2:3][CH2:2][CH2:8][CH2:7][CH3:6]. (2) The reactants are N12CCN(CC1)CC2.[C:9]1([SH:15])[CH:14]=[CH:13][CH:12]=[CH:11][CH:10]=1.[C:16]([O:20][C:21]1[CH:26]=[CH:25][C:24]([C:27]2[CH:32]=[CH:31][CH:30]=[CH:29][CH:28]=2)=[CH:23][CH:22]=1)(=[O:19])[C:17]#[CH:18].[OH-].[Na+]. The catalyst is C1COCC1. The product is [C:9]1([S:15][CH:18]=[CH:17][C:16]([O:20][C:21]2[CH:26]=[CH:25][C:24]([C:27]3[CH:32]=[CH:31][CH:30]=[CH:29][CH:28]=3)=[CH:23][CH:22]=2)=[O:19])[CH:14]=[CH:13][CH:12]=[CH:11][CH:10]=1. The yield is 0.850. (3) The reactants are C1COCC1.[N:6]([CH2:9][CH2:10][O:11][CH2:12][CH2:13][O:14][CH2:15][CH2:16][O:17][C:18]1[CH:19]=[CH:20][CH:21]=[C:22]2[C:27]=1[N:26]=[CH:25][CH:24]=[CH:23]2)=[N+]=[N-].C1(P(C2C=CC=CC=2)C2C=CC=CC=2)C=CC=CC=1. The catalyst is O. The product is [N:26]1[C:27]2[C:22](=[CH:21][CH:20]=[CH:19][C:18]=2[O:17][CH2:16][CH2:15][O:14][CH2:13][CH2:12][O:11][CH2:10][CH2:9][NH2:6])[CH:23]=[CH:24][CH:25]=1. The yield is 0.950. (4) The reactants are CS(O[CH2:6][C@H:7]1[CH2:12][CH2:11][C@H:10]([NH:13][C:14]2[C:23]3[C:18](=[CH:19][CH:20]=[C:21]([Br:24])[CH:22]=3)[N:17]=[CH:16][C:15]=2[C:25]([CH:27]2[CH2:29][CH2:28]2)=[O:26])[CH2:9][CH2:8]1)(=O)=O.[OH:30][CH:31]1[CH2:35][CH2:34][NH:33][CH2:32]1.C(N(CC)C(C)C)(C)C. The catalyst is C(#N)C. The product is [Br:24][C:21]1[CH:22]=[C:23]2[C:18](=[CH:19][CH:20]=1)[N:17]=[CH:16][C:15]([C:25]([CH:27]1[CH2:28][CH2:29]1)=[O:26])=[C:14]2[NH:13][C@H:10]1[CH2:9][CH2:8][C@H:7]([CH2:6][N:33]2[CH2:34][CH2:35][CH:31]([OH:30])[CH2:32]2)[CH2:12][CH2:11]1. The yield is 0.490. (5) The reactants are FC(F)(F)C(O)=O.[F:8][C:9]1[C:14]([O:15][C:16]2[C:25]3[C:20](=[CH:21][CH:22]=[CH:23][CH:24]=3)[CH:19]=[CH:18][CH:17]=2)=[C:13]([N+:26]([O-:28])=[O:27])[CH:12]=[CH:11][C:10]=1[CH:29](C(OC(C)(C)C)=O)[C:30]([O:32]C(C)(C)C)=[O:31]. The catalyst is ClCCl.C(OCC)(=O)C.O. The product is [F:8][C:9]1[C:14]([O:15][C:16]2[C:25]3[C:20](=[CH:21][CH:22]=[CH:23][CH:24]=3)[CH:19]=[CH:18][CH:17]=2)=[C:13]([N+:26]([O-:28])=[O:27])[CH:12]=[CH:11][C:10]=1[CH2:29][C:30]([OH:32])=[O:31]. The yield is 1.00. (6) The reactants are [Li][CH2:2][CH2:3][CH2:4]C.Br[C:7]1[CH:12]=[CH:11][CH:10]=[CH:9][C:8]=1[CH:13]([O:16]C)OC.[Mg+2].[Br-].[Br-].C(Br)C=C.Cl. The product is [CH2:4]([C:7]1[CH:12]=[CH:11][CH:10]=[CH:9][C:8]=1[CH:13]=[O:16])[CH:3]=[CH2:2]. The catalyst is CCOCC.[Cu]I. The yield is 0.340. (7) The reactants are [CH:1]1([CH2:6][CH:7]([C:11]2[CH:16]=[CH:15][C:14]([S:17]([CH2:20][O:21][CH3:22])(=[O:19])=[O:18])=[CH:13][CH:12]=2)[C:8](O)=[O:9])[CH2:5][CH2:4][CH2:3][CH2:2]1.F[P-](F)(F)(F)(F)F.N1(O[P+](N(C)C)(N(C)C)N(C)C)C2C=CC=CC=2N=N1.[NH2:50][C:51]1[S:52][CH:53]=[CH:54][N:55]=1.C(N(CC)CC)C.C(=O)(O)[O-].[Na+]. The catalyst is C(Cl)Cl. The product is [CH:1]1([CH2:6][CH:7]([C:11]2[CH:16]=[CH:15][C:14]([S:17]([CH2:20][O:21][CH3:22])(=[O:19])=[O:18])=[CH:13][CH:12]=2)[C:8]([NH:50][C:51]2[S:52][CH:53]=[CH:54][N:55]=2)=[O:9])[CH2:2][CH2:3][CH2:4][CH2:5]1. The yield is 0.592.